Dataset: NCI-60 drug combinations with 297,098 pairs across 59 cell lines. Task: Regression. Given two drug SMILES strings and cell line genomic features, predict the synergy score measuring deviation from expected non-interaction effect. (1) Drug 1: CN(C(=O)NC(C=O)C(C(C(CO)O)O)O)N=O. Drug 2: CC1=C(C(=O)C2=C(C1=O)N3CC4C(C3(C2COC(=O)N)OC)N4)N. Cell line: OVCAR-5. Synergy scores: CSS=33.5, Synergy_ZIP=-7.39, Synergy_Bliss=0.137, Synergy_Loewe=-65.9, Synergy_HSA=1.32. (2) Drug 1: C1=CN(C(=O)N=C1N)C2C(C(C(O2)CO)O)O.Cl. Cell line: SF-268. Synergy scores: CSS=45.9, Synergy_ZIP=-4.14, Synergy_Bliss=-3.54, Synergy_Loewe=-0.608, Synergy_HSA=0.284. Drug 2: C#CCC(CC1=CN=C2C(=N1)C(=NC(=N2)N)N)C3=CC=C(C=C3)C(=O)NC(CCC(=O)O)C(=O)O. (3) Drug 1: CC1=C(C=C(C=C1)C(=O)NC2=CC(=CC(=C2)C(F)(F)F)N3C=C(N=C3)C)NC4=NC=CC(=N4)C5=CN=CC=C5. Drug 2: C1CC(=O)NC(=O)C1N2C(=O)C3=CC=CC=C3C2=O. Cell line: RXF 393. Synergy scores: CSS=-4.36, Synergy_ZIP=1.05, Synergy_Bliss=-0.652, Synergy_Loewe=-2.25, Synergy_HSA=-3.72. (4) Drug 1: COC1=NC(=NC2=C1N=CN2C3C(C(C(O3)CO)O)O)N. Drug 2: COCCOC1=C(C=C2C(=C1)C(=NC=N2)NC3=CC=CC(=C3)C#C)OCCOC.Cl. Cell line: ACHN. Synergy scores: CSS=16.0, Synergy_ZIP=-9.30, Synergy_Bliss=-6.09, Synergy_Loewe=-16.4, Synergy_HSA=-4.64.